Dataset: Blood-brain barrier permeability regression values from the B3DB database. Task: Regression/Classification. Given a drug SMILES string, predict its absorption, distribution, metabolism, or excretion properties. Task type varies by dataset: regression for continuous measurements (e.g., permeability, clearance, half-life) or binary classification for categorical outcomes (e.g., BBB penetration, CYP inhibition). For this dataset (b3db_regression), we predict Y. (1) The drug is CCC(=O)N(C1=CC=CC=C1)C2(CCN(CC2)CCC3=CC=CS3)COC. The Y is 0.200 log(BB ratio). (2) The molecule is C1=C(C(=CC(=C1N)N)N)N.Cl.Cl.Cl.Cl. The Y is -0.670 log(BB ratio). (3) The molecule is CN(C)CC1=CC=C(C=C1)C2=CNC(=O)C3=C2C(=CC=C3)O. The Y is -0.100 log(BB ratio). (4) The molecule is CC(C)(C)OC(=O)C1=C2[C@@H]3CCCN3C(=O)C4=C(N2C=N1)C=CC=C4Br. The Y is -0.0900 log(BB ratio). (5) The drug is CC(C)(C1=NC(=NO1)C2=C3CN(C(=O)C4=C(N3C=N2)C=CC=C4Cl)C)O. The Y is -1.34 log(BB ratio). (6) The compound is COC1=C(C2=C(C[C@@H]3C4=CC(=C(C=C4CCN3C2)OC)OC)C=C1)OC. The Y is -0.0700 log(BB ratio). (7) The molecule is CCCCCC. The Y is 0.800 log(BB ratio). (8) The drug is CN(C)CCCN1C2=CC=CC=C2CC3=CC=CC=C31. The Y is 0.830 log(BB ratio). (9) The Y is -0.830 log(BB ratio). The molecule is CC1C(C(CC(O1)OC2CC(CC3=C2C(=C4C(=C3O)C(=O)C5=C(C4=O)C(=CC=C5)OC)O)(C(=O)CO)O)N)O. (10) The molecule is CC(Cl)Cl. The Y is -0.280 log(BB ratio).